The task is: Predict which catalyst facilitates the given reaction.. This data is from Catalyst prediction with 721,799 reactions and 888 catalyst types from USPTO. (1) Reactant: [CH2:1]([C:5]1[N:6]=[C:7]([CH3:27])[NH:8][C:9](=[O:26])[C:10]=1[CH2:11][C:12]1[CH:17]=[CH:16][C:15]([C:18]2[C:19]([C:24]#[N:25])=[CH:20][CH:21]=[CH:22][CH:23]=2)=[CH:14][CH:13]=1)[CH2:2][CH2:3][CH3:4].[H-].[Na+].CN(C)C=O.Br[CH2:36][C:37]1[CH:42]=[CH:41][CH:40]=[CH:39][C:38]=1[Cl:43]. Product: [CH2:1]([C:5]1[N:6]=[C:7]([CH3:27])[N:8]([CH2:36][C:37]2[CH:42]=[CH:41][CH:40]=[CH:39][C:38]=2[Cl:43])[C:9](=[O:26])[C:10]=1[CH2:11][C:12]1[CH:17]=[CH:16][C:15]([C:18]2[C:19]([C:24]#[N:25])=[CH:20][CH:21]=[CH:22][CH:23]=2)=[CH:14][CH:13]=1)[CH2:2][CH2:3][CH3:4]. The catalyst class is: 13. (2) Reactant: C1([O:7][C:8](=O)[NH:9][C:10]2[N:11]([C:19]3[CH:24]=[CH:23][CH:22]=[C:21]([F:25])[CH:20]=3)[N:12]=[C:13]([C:15]([CH3:18])([CH3:17])[CH3:16])[CH:14]=2)C=CC=CC=1.[CH3:27][NH:28][C:29]([C:31]1[CH:36]=[C:35]([S:37][C:38]2[CH:43]=[CH:42][C:41]([NH2:44])=[CH:40][CH:39]=2)[CH:34]=[CH:33][N:32]=1)=[O:30].C(N(CC)CC)C. Product: [CH3:27][NH:28][C:29]([C:31]1[CH:36]=[C:35]([S:37][C:38]2[CH:43]=[CH:42][C:41]([NH:44][C:8]([NH:9][C:10]3[N:11]([C:19]4[CH:24]=[CH:23][CH:22]=[C:21]([F:25])[CH:20]=4)[N:12]=[C:13]([C:15]([CH3:16])([CH3:17])[CH3:18])[CH:14]=3)=[O:7])=[CH:40][CH:39]=2)[CH:34]=[CH:33][N:32]=1)=[O:30]. The catalyst class is: 76. (3) Reactant: [OH-].[Na+].C([O-])=O.[NH4+].[NH2:7][C@H:8]([C:16]([OH:18])=[O:17])[CH2:9][C:10]1[CH:15]=[CH:14]C=[CH:12][CH:11]=1.C([O-])=O.C1C=[N+:26]([C@@H]2O[C@H](COP(OP(OC[C@H]3O[C@@H](N4C5N=CN=C(N)C=5N=C4)[C@H](O)[C@@H]3O)(O)=O)(O)=O)[C@@H](O)[C@H]2O)C=C(C(N)=O)C=1.Cl. Product: [CH:15]1[C:10]([CH2:9][C@H:8]([NH2:7])[C:16]([OH:18])=[O:17])=[CH:11][CH:12]=[N:26][CH:14]=1. The catalyst class is: 6. (4) Reactant: [CH3:1][O:2][C:3]1[CH:4]=[C:5]([NH:11][C:12]2[C:13]3[N:29]=[CH:28][S:27][C:14]=3[N:15]=[C:16]([C:18]3[CH:19]=[C:20]([CH:24]=[CH:25][CH:26]=3)[C:21]([OH:23])=O)[N:17]=2)[CH:6]=[CH:7][C:8]=1[O:9][CH3:10].Cl.[NH2:31][C:32]1[CH:37]=[CH:36][C:35]([C:38]2[NH:42][C:41](=[O:43])[O:40][N:39]=2)=[CH:34][CH:33]=1.CCN=C=NCCCN(C)C.CN1C=CN=C1. Product: [CH3:1][O:2][C:3]1[CH:4]=[C:5]([NH:11][C:12]2[C:13]3[N:29]=[CH:28][S:27][C:14]=3[N:15]=[C:16]([C:18]3[CH:19]=[C:20]([CH:24]=[CH:25][CH:26]=3)[C:21]([NH:31][C:32]3[CH:33]=[CH:34][C:35]([C:38]4[NH:42][C:41](=[O:43])[O:40][N:39]=4)=[CH:36][CH:37]=3)=[O:23])[N:17]=2)[CH:6]=[CH:7][C:8]=1[O:9][CH3:10]. The catalyst class is: 2.